From a dataset of Reaction yield outcomes from USPTO patents with 853,638 reactions. Predict the reaction yield, written as a fraction of the theoretical maximum amount of product (1.0 means a 100% yield; for example, 0.34 means a 34% yield). (1) The product is [CH3:1][C:2]1[N:7]=[C:6]([N:8]2[CH2:13][CH2:12][C:11](=[CH:14][C:15]3[O:27][C:22]4[CH:23]=[CH:24][CH:25]=[CH:26][C:21]=4[CH:16]=3)[CH2:10][CH2:9]2)[C:5]([N+:17]([O-:19])=[O:18])=[CH:4][CH:3]=1. The catalyst is CN(C=O)C.C1C=CC([P]([Pd]([P](C2C=CC=CC=2)(C2C=CC=CC=2)C2C=CC=CC=2)([P](C2C=CC=CC=2)(C2C=CC=CC=2)C2C=CC=CC=2)[P](C2C=CC=CC=2)(C2C=CC=CC=2)C2C=CC=CC=2)(C2C=CC=CC=2)C2C=CC=CC=2)=CC=1. The reactants are [CH3:1][C:2]1[N:7]=[C:6]([N:8]2[CH2:13][CH2:12][C:11](=[CH:14][C:15]#[CH:16])[CH2:10][CH2:9]2)[C:5]([N+:17]([O-:19])=[O:18])=[CH:4][CH:3]=1.I[C:21]1[CH:26]=[CH:25][CH:24]=[CH:23][C:22]=1[OH:27].[F-].C([N+](CCCC)(CCCC)CCCC)CCC.C([O-])(=O)C.[Na+]. The yield is 0.443. (2) The reactants are [CH3:1]/[C:2](/[C:6]1[CH:15]=[CH:14][C:9]([C:10]([O:12][CH3:13])=[O:11])=[CH:8][CH:7]=1)=[CH:3]/[CH2:4][CH3:5].[H][H]. The catalyst is C1(C)CCC(C(C)C)C(O)C1.[Pd]. The product is [CH3:1][CH:2]([C:6]1[CH:7]=[CH:8][C:9]([C:10]([O:12][CH3:13])=[O:11])=[CH:14][CH:15]=1)[CH2:3][CH2:4][CH3:5]. The yield is 0.800. (3) The reactants are [N:1]1[CH:5]=[C:4]([C:6]2[CH:7]=[C:8]([N:12]3[C:16]4=[N:17][CH:18]=[N:19][C:20]([NH2:21])=[C:15]4[CH:14]=[N:13]3)[CH:9]=[CH:10][CH:11]=2)[NH:3][CH:2]=1.[H-].[Na+].[C:24](Cl)(=[O:26])[CH3:25]. The catalyst is CN(C=O)C. The product is [NH2:21][C:20]1[N:19]=[CH:18][N:17]=[C:16]2[N:12]([C:8]3[CH:7]=[C:6]([C:4]4[N:3]=[CH:2][N:1]([C:24](=[O:26])[CH3:25])[CH:5]=4)[CH:11]=[CH:10][CH:9]=3)[N:13]=[CH:14][C:15]=12. The yield is 0.0600. (4) The reactants are [C:1]([N:4]1[C:12]2[C:7](=[CH:8][CH:9]=[C:10]([N+:13]([O-])=O)[CH:11]=2)[CH2:6][CH2:5]1)(=[O:3])[CH3:2]. The catalyst is CCOC(C)=O.[Pd]. The product is [C:1]([N:4]1[C:12]2[C:7](=[CH:8][CH:9]=[C:10]([NH2:13])[CH:11]=2)[CH2:6][CH2:5]1)(=[O:3])[CH3:2]. The yield is 0.990. (5) The reactants are [OH:1][C:2]1([C:41]2[CH:55]=[CH:54][CH:53]=[CH:52][C:42]=2[O:43][CH2:44][CH2:45][CH2:46][C:47]([O:49]CC)=[O:48])[CH2:7][CH2:6][N:5]([C:8]([C@:10]2([O:31][C:32]3[CH:36]=[C:35]([C:37]([F:40])([F:39])[F:38])[S:34][CH:33]=3)[CH2:15][CH2:14][CH2:13][N:12]([C:16](=[O:27])[C:17]3[C:22]([C:23]([F:26])([F:25])[F:24])=[CH:21][CH:20]=[N:19][CH:18]=3)[C@@H:11]2[CH2:28][CH2:29][CH3:30])=[O:9])[CH2:4][CH2:3]1.[OH-].[K+]. The catalyst is CO.CCOC(C)=O. The product is [OH:1][C:2]1([C:41]2[CH:55]=[CH:54][CH:53]=[CH:52][C:42]=2[O:43][CH2:44][CH2:45][CH2:46][C:47]([OH:49])=[O:48])[CH2:3][CH2:4][N:5]([C:8]([C@:10]2([O:31][C:32]3[CH:36]=[C:35]([C:37]([F:40])([F:38])[F:39])[S:34][CH:33]=3)[CH2:15][CH2:14][CH2:13][N:12]([C:16](=[O:27])[C:17]3[C:22]([C:23]([F:24])([F:26])[F:25])=[CH:21][CH:20]=[N:19][CH:18]=3)[C@@H:11]2[CH2:28][CH2:29][CH3:30])=[O:9])[CH2:6][CH2:7]1. The yield is 1.00. (6) The yield is 0.990. The catalyst is C(#N)C. The reactants are [CH2:1]1[C:10]2[C:5](=[CH:6][CH:7]=[CH:8][CH:9]=2)[CH2:4][CH2:3][NH:2]1.C(=O)([O-])[O-].[K+].[K+].Br[CH2:18][C:19]([O:21][CH2:22][CH3:23])=[O:20]. The product is [CH2:1]1[C:10]2[C:5](=[CH:6][CH:7]=[CH:8][CH:9]=2)[CH2:4][CH2:3][N:2]1[CH2:18][C:19]([O:21][CH2:22][CH3:23])=[O:20]. (7) The reactants are [OH:1][C:2]1[CH:7]=[CH:6][C:5]([C:8]2[N:9]=[C:10]3[C:15](=[N:16][C:17]=2[C:18]2[CH:23]=[CH:22][C:21]([OH:24])=[CH:20][CH:19]=2)[N:14]=[CH:13][N:12]=[C:11]3[NH2:25])=[CH:4][CH:3]=1.[S:26](=[O:30])(=[O:29])([OH:28])[OH:27].C(OCC)C. The catalyst is CO. The product is [S:26]([OH:30])([OH:29])(=[O:28])=[O:27].[OH:1][C:2]1[CH:7]=[CH:6][C:5]([C:8]2[N:9]=[C:10]3[C:15](=[N:16][C:17]=2[C:18]2[CH:23]=[CH:22][C:21]([OH:24])=[CH:20][CH:19]=2)[N:14]=[CH:13][N:12]=[C:11]3[NH2:25])=[CH:4][CH:3]=1. The yield is 0.925.